This data is from CYP2C9 inhibition data for predicting drug metabolism from PubChem BioAssay. The task is: Regression/Classification. Given a drug SMILES string, predict its absorption, distribution, metabolism, or excretion properties. Task type varies by dataset: regression for continuous measurements (e.g., permeability, clearance, half-life) or binary classification for categorical outcomes (e.g., BBB penetration, CYP inhibition). Dataset: cyp2c9_veith. (1) The drug is N#Cc1c(N2CCN(C(=O)c3ccccc3Cl)CC2)nc(-c2ccccc2)c2c1CCCC2. The result is 1 (inhibitor). (2) The molecule is COc1ccc(NC(=O)N2CC[C@@]3(CCCN(C(=O)c4cnccn4)C3)C2)cc1. The result is 0 (non-inhibitor).